Dataset: Full USPTO retrosynthesis dataset with 1.9M reactions from patents (1976-2016). Task: Predict the reactants needed to synthesize the given product. (1) Given the product [F:1][C:2]1[CH:7]=[CH:6][C:5]([N:8]2[CH2:30][CH2:29][O:28][CH2:25][CH2:26]2)=[CH:4][C:3]=1[NH:9][C:10](=[O:16])[O:11][C:12]([CH3:13])([CH3:15])[CH3:14], predict the reactants needed to synthesize it. The reactants are: [F:1][C:2]1[CH:7]=[CH:6][C:5]([NH2:8])=[CH:4][C:3]=1[NH:9][C:10](=[O:16])[O:11][C:12]([CH3:15])([CH3:14])[CH3:13].C([O-])([O-])=O.[K+].[K+].[Na+].[I-].[CH2:25]([O:28][CH2:29][CH2:30]Cl)[CH2:26]Cl. (2) Given the product [O:3]=[C:2]([C:21]1[N:20]2[C:15]([CH2:16][CH2:17][CH2:18][CH2:19]2)=[CH:14][C:13]=1[C:7]1[CH:12]=[CH:11][CH:10]=[CH:9][CH:8]=1)[C:1]([Cl:6])=[O:5], predict the reactants needed to synthesize it. The reactants are: [C:1]([Cl:6])(=[O:5])[C:2](Cl)=[O:3].[C:7]1([C:13]2[CH:14]=[C:15]3[N:20]([CH:21]=2)[CH2:19][CH2:18][CH2:17][CH2:16]3)[CH:12]=[CH:11][CH:10]=[CH:9][CH:8]=1. (3) Given the product [F:31][C:28]1[CH:29]=[N:30][C:23]2[N:22]([C:32]3[CH:33]=[C:34]([C:38]4[CH:39]=[CH:40][C:41]([CH2:58][NH:57][CH2:56][CH2:55][N:54]([CH3:59])[C:47](=[O:48])[O:49][C:50]([CH3:51])([CH3:52])[CH3:53])=[CH:42][CH:43]=4)[CH:35]=[CH:36][CH:37]=3)[C:21](=[O:46])[N:20]([C@H:17]3[CH2:18][CH2:19][C@@H:14]([NH:13][C:11]([C:9]4[N:10]=[C:5]5[CH:4]=[CH:3][C:2]([F:1])=[CH:7][N:6]5[CH:8]=4)=[O:12])[CH2:15][CH2:16]3)[C:25](=[O:26])[C:24]=2[CH:27]=1, predict the reactants needed to synthesize it. The reactants are: [F:1][C:2]1[CH:3]=[CH:4][C:5]2[N:6]([CH:8]=[C:9]([C:11]([NH:13][C@H:14]3[CH2:19][CH2:18][C@@H:17]([N:20]4[C:25](=[O:26])[C:24]5[CH:27]=[C:28]([F:31])[CH:29]=[N:30][C:23]=5[N:22]([C:32]5[CH:33]=[C:34]([C:38]6[CH:43]=[CH:42][C:41](C=O)=[CH:40][CH:39]=6)[CH:35]=[CH:36][CH:37]=5)[C:21]4=[O:46])[CH2:16][CH2:15]3)=[O:12])[N:10]=2)[CH:7]=1.[C:47]([NH:54][CH2:55][CH2:56][NH:57][CH3:58])([O:49][C:50]([CH3:53])([CH3:52])[CH3:51])=[O:48].[C:59](O[BH-](OC(=O)C)OC(=O)C)(=O)C.[Na+]. (4) The reactants are: [C:1]([N:8]1[CH2:11][C:10](=[O:12])[CH2:9]1)([O:3][C:4]([CH3:7])([CH3:6])[CH3:5])=[O:2].[C:13]([C:16]1[CH:21]=[CH:20][C:19]([C:22]([F:25])([F:24])[F:23])=[CH:18][CH:17]=1)#[C:14][CH3:15]. Given the product [CH3:15][C:14]1[C:10](=[O:12])[CH2:9][N:8]([C:1]([O:3][C:4]([CH3:7])([CH3:6])[CH3:5])=[O:2])[CH2:11][C:13]=1[C:16]1[CH:21]=[CH:20][C:19]([C:22]([F:23])([F:24])[F:25])=[CH:18][CH:17]=1, predict the reactants needed to synthesize it. (5) Given the product [ClH:15].[Br:1][C:2]1[CH:6]=[C:5]([CH2:7][NH2:8])[O:4][N:3]=1, predict the reactants needed to synthesize it. The reactants are: [Br:1][C:2]1[CH:6]=[C:5]([CH2:7][NH:8]S(C(C)(C)C)=O)[O:4][N:3]=1.[ClH:15].O1CCOCC1. (6) Given the product [S:1]1[CH:5]=[CH:4][N:3]=[C:2]1[CH2:6][O:7][C:11]1[N:16]=[N:15][C:14]([N:17]2[CH2:18][C:19]3[CH2:24][N:23]([C:25]([C:27]4[CH:32]=[CH:31][CH:30]=[CH:29][C:28]=4[C:33]([F:34])([F:36])[F:35])=[O:26])[CH2:22][C:20]=3[CH2:21]2)=[CH:13][CH:12]=1, predict the reactants needed to synthesize it. The reactants are: [S:1]1[CH:5]=[CH:4][N:3]=[C:2]1[CH2:6][OH:7].[H-].[Na+].Cl[C:11]1[N:16]=[N:15][C:14]([N:17]2[CH2:21][C:20]3[CH2:22][N:23]([C:25]([C:27]4[CH:32]=[CH:31][CH:30]=[CH:29][C:28]=4[C:33]([F:36])([F:35])[F:34])=[O:26])[CH2:24][C:19]=3[CH2:18]2)=[CH:13][CH:12]=1. (7) The reactants are: CC([O:4][C:5]([CH2:7][CH2:8][CH2:9]/[CH:10]=[CH:11]\[CH2:12][C@@H:13]1[C@@H:17]([CH2:18][CH2:19][C@@H:20]([OH:29])[CH2:21][CH2:22][C:23]2[CH:28]=[CH:27][CH:26]=[CH:25][CH:24]=2)[C@H:16]([OH:30])[CH2:15][C@@H:14]1[OH:31])=O)C.[C:32]([O:39][CH2:40][CH:41]([OH:51])[CH2:42][O:43][C:44](=[O:50])[CH2:45][CH2:46][CH2:47][C:48]#[CH:49])(=[O:38])[CH2:33][CH2:34][CH2:35][C:36]#[CH:37].CN(C(ON1N=NC2C=CC=CC1=2)=[N+](C)C)C.F[P-](F)(F)(F)(F)F.C(N(CC)CC)C. Given the product [C:32]([O:39][CH2:40][CH:41]([O:51][C:5](=[O:4])[CH2:7][CH2:8][CH2:9]/[CH:10]=[CH:11]\[CH2:12][C@H:13]1[C@@H:14]([OH:31])[CH2:15][C@@H:16]([OH:30])[C@@H:17]1[CH2:18][CH2:19][C@@H:20]([OH:29])[CH2:21][CH2:22][C:23]1[CH:24]=[CH:25][CH:26]=[CH:27][CH:28]=1)[CH2:42][O:43][C:44](=[O:50])[CH2:45][CH2:46][CH2:47][C:48]#[CH:49])(=[O:38])[CH2:33][CH2:34][CH2:35][C:36]#[CH:37], predict the reactants needed to synthesize it. (8) Given the product [NH:11]1[C:19]2[C:14](=[CH:15][CH:16]=[CH:17][CH:18]=2)[CH:13]=[C:12]1[CH:20]=[C:3]1[C:4]2[C:9](=[CH:8][CH:7]=[CH:6][CH:5]=2)[NH:1][C:2]1=[O:10], predict the reactants needed to synthesize it. The reactants are: [NH:1]1[C:9]2[C:4](=[CH:5][CH:6]=[CH:7][CH:8]=2)[CH2:3][C:2]1=[O:10].[NH:11]1[C:19]2[C:14](=[CH:15][CH:16]=[CH:17][CH:18]=2)[CH:13]=[C:12]1[CH:20]=O.N1CCCCC1. (9) Given the product [Cl:10][C:11]1[S:15][C:14]([S:16]([NH:9][C:3]2[C:2]([Br:1])=[N:7][C:6]([CH3:8])=[CH:5][N:4]=2)(=[O:18])=[O:17])=[CH:13][CH:12]=1, predict the reactants needed to synthesize it. The reactants are: [Br:1][C:2]1[C:3]([NH2:9])=[N:4][CH:5]=[C:6]([CH3:8])[N:7]=1.[Cl:10][C:11]1[S:15][C:14]([S:16](Cl)(=[O:18])=[O:17])=[CH:13][CH:12]=1.